Dataset: Full USPTO retrosynthesis dataset with 1.9M reactions from patents (1976-2016). Task: Predict the reactants needed to synthesize the given product. (1) Given the product [Cl:30][C:31]1[N:36]=[C:6]([NH:8][C@H:9]2[CH2:10][CH2:11][CH2:12][C@@:13]([CH3:19])([C:15]([O:17][CH3:18])=[O:16])[CH2:14]2)[C:34]([F:38])=[CH:33][N:32]=1, predict the reactants needed to synthesize it. The reactants are: C(O[C:6]([NH:8][CH:9]1[CH2:14][C:13]([CH3:19])([C:15]([O:17][CH3:18])=[O:16])[CH2:12][CH2:11][CH2:10]1)=O)(C)(C)C.Cl.CCN(C(C)C)C(C)C.[Cl:30][C:31]1[N:36]=C(Cl)[C:34]([F:38])=[CH:33][N:32]=1. (2) The reactants are: [N+:1]([C:4]1[CH:5]=[C:6]2[C:10](=[CH:11][CH:12]=1)[N:9]([CH2:13][CH2:14][CH3:15])[C:8](=[O:16])[CH2:7]2)([O-])=O.[Cl-].[NH4+]. Given the product [NH2:1][C:4]1[CH:5]=[C:6]2[C:10](=[CH:11][CH:12]=1)[N:9]([CH2:13][CH2:14][CH3:15])[C:8](=[O:16])[CH2:7]2, predict the reactants needed to synthesize it. (3) Given the product [CH2:52]([O:59][C:60](=[O:74])[CH2:61][C@@H:62]([N:73]1[CH:29]=[CH:28][C:27]([C:30]2[CH:35]=[CH:34][C:33]([C:36]3[CH:41]=[CH:40][C:39]([C:42](=[O:48])[NH2:43])=[CH:38][CH:37]=3)=[CH:32][CH:31]=2)=[CH:26]1)[C:63]([NH:65][C@H:66]([CH2:71][OH:72])[C:67]([CH3:70])([CH3:69])[CH3:68])=[O:64])[C:53]1[CH:54]=[CH:55][CH:56]=[CH:57][CH:58]=1, predict the reactants needed to synthesize it. The reactants are: C(OC(=O)C[C@@H](N1[CH:29]=[CH:28][C:27]([C:30]2[CH:35]=[CH:34][C:33]([C:36]3[CH:41]=[CH:40][C:39]([C:42]#[N:43])=[CH:38][CH:37]=3)=[CH:32][CH:31]=2)=[CH:26]1)C(N[C@@H](CC1C=CC=CC=1)CO)=O)C1C=CC=CC=1.FC(F)(F)C(O)=[O:48].[CH2:52]([O:59][C:60](=[O:74])[CH2:61][C@@H:62]([NH2:73])[C:63]([NH:65][CH:66]([CH2:71][OH:72])[C:67]([CH3:70])([CH3:69])[CH3:68])=[O:64])[C:53]1[CH:58]=[CH:57][CH:56]=[CH:55][CH:54]=1. (4) Given the product [CH3:1][O:2][C:3]1[C:14]2[CH:13]=[C:12]([C:15]([O:17][CH3:18])=[O:16])[CH2:11][CH2:10][CH2:9][NH:8][C:7]=2[N:6]=[CH:5][N:4]=1, predict the reactants needed to synthesize it. The reactants are: [CH3:1][O:2][C:3]1[C:14]2[CH:13]=[C:12]([C:15]([O:17][CH3:18])=[O:16])[CH2:11][CH2:10][CH2:9][N:8](CC3C=CC(OC)=CC=3)[C:7]=2[N:6]=[CH:5][N:4]=1.FC(F)(F)C(O)=O. (5) Given the product [OH:2][CH:1]([C:3]1[CH:4]=[C:5]([NH:9][S:10]([CH3:13])(=[O:12])=[O:11])[CH:6]=[CH:7][CH:8]=1)[CH3:16], predict the reactants needed to synthesize it. The reactants are: [CH:1]([C:3]1[CH:4]=[C:5]([NH:9][S:10]([CH3:13])(=[O:12])=[O:11])[CH:6]=[CH:7][CH:8]=1)=[O:2].[Br-].O1CCC[CH2:16]1. (6) Given the product [C:1]1([S:11]([OH:14])(=[O:12])=[O:13])[C:10]2[C:5](=[CH:6][CH:7]=[CH:8][CH:9]=2)[CH:4]=[CH:3][CH:2]=1.[CH:25]1[C:26]2[C:21](=[CH:20][CH:19]=[CH:18][CH:17]=2)[CH:22]=[CH:23][CH:24]=1, predict the reactants needed to synthesize it. The reactants are: [C:1]1([S:11]([OH:14])(=[O:13])=[O:12])[C:10]2[C:5](=[CH:6][CH:7]=[CH:8][CH:9]=2)[CH:4]=[CH:3][CH:2]=1.C=O.[C:17]1(S(O)(=O)=O)[C:26]2[C:21](=[CH:22][CH:23]=[CH:24][CH:25]=2)[CH:20]=[CH:19][CH:18]=1.C=O. (7) Given the product [CH:3]1[C:4]2[C:5]3[C:10](=[CH:9][CH:8]=[CH:7][CH:6]=3)[C:11]3[C:16](=[CH:15][CH:14]=[CH:13][CH:12]=3)[C:17]=2[CH:18]=[CH:19][C:2]=1[C:32]1[C:26]2[S:25][C:24]3[CH:23]=[CH:22][CH:21]=[CH:20][C:28]=3[C:27]=2[CH:29]=[CH:30][CH:31]=1, predict the reactants needed to synthesize it. The reactants are: Br[C:2]1[CH:19]=[CH:18][C:17]2[C:16]3[C:11](=[CH:12][CH:13]=[CH:14][CH:15]=3)[C:10]3[C:5](=[CH:6][CH:7]=[CH:8][CH:9]=3)[C:4]=2[CH:3]=1.[CH:20]1[C:28]2[C:27]3[CH:29]=[CH:30][CH:31]=[CH:32][C:26]=3[S:25][C:24]=2[C:23](B(O)O)=[CH:22][CH:21]=1.C(=O)([O-])[O-].[K+].[K+].C1(C)C=CC=CC=1. (8) Given the product [F:15][C:16]([F:21])([F:20])[C:17]([OH:19])=[O:18].[C:13]([C:10]1([CH3:12])[CH2:11][NH:8][CH2:9]1)#[N:14], predict the reactants needed to synthesize it. The reactants are: C(OC([N:8]1[CH2:11][C:10]([C:13]#[N:14])([CH3:12])[CH2:9]1)=O)(C)(C)C.[F:15][C:16]([F:21])([F:20])[C:17]([OH:19])=[O:18].